Task: Predict the reactants needed to synthesize the given product.. Dataset: Full USPTO retrosynthesis dataset with 1.9M reactions from patents (1976-2016) (1) Given the product [Br:18][C:5]1[CH:4]=[CH:3][C:2]([NH:1][C:19]([O:21][C:22]([CH3:25])([CH3:24])[CH3:23])=[O:20])=[CH:17][C:6]=1[CH2:7][N:8]([CH3:16])[C:9](=[O:15])[O:10][C:11]([CH3:12])([CH3:13])[CH3:14], predict the reactants needed to synthesize it. The reactants are: [NH2:1][C:2]1[CH:3]=[CH:4][C:5]([Br:18])=[C:6]([CH:17]=1)[CH2:7][N:8]([CH3:16])[C:9](=[O:15])[O:10][C:11]([CH3:14])([CH3:13])[CH3:12].[C:19](O[C:19]([O:21][C:22]([CH3:25])([CH3:24])[CH3:23])=[O:20])([O:21][C:22]([CH3:25])([CH3:24])[CH3:23])=[O:20]. (2) Given the product [CH:18]1([CH2:23][CH2:24][NH:25][C:15]([C:4]2[C:3]3[C:7](=[CH:8][CH:9]=[CH:10][C:2]=3[Cl:1])[N:6]([CH:11]3[CH2:12][O:13][CH2:14]3)[CH:5]=2)=[O:17])[CH2:22][CH2:21][CH2:20][CH2:19]1, predict the reactants needed to synthesize it. The reactants are: [Cl:1][C:2]1[CH:10]=[CH:9][CH:8]=[C:7]2[C:3]=1[C:4]([C:15]([OH:17])=O)=[CH:5][N:6]2[CH:11]1[CH2:14][O:13][CH2:12]1.[CH:18]1([CH2:23][CH2:24][NH2:25])[CH2:22][CH2:21][CH2:20][CH2:19]1. (3) The reactants are: Cl[C:2]1[CH:7]=[C:6]([N:8]2[CH2:13][CH2:12][O:11][CH2:10][C@H:9]2[CH:14]([CH3:16])[CH3:15])[N:5]=[C:4]([NH:17][CH3:18])[N:3]=1.[C:19]([C:21]1[C:26]([F:27])=[CH:25][C:24](B(O)O)=[CH:23][C:22]=1[F:31])#[N:20].C1(P(C2CCCCC2)C2CCCCC2)CCCCC1.[O-]P([O-])([O-])=O.[K+].[K+].[K+]. Given the product [F:27][C:26]1[CH:25]=[C:24]([C:2]2[CH:7]=[C:6]([N:8]3[CH2:13][CH2:12][O:11][CH2:10][C@H:9]3[CH:14]([CH3:16])[CH3:15])[N:5]=[C:4]([NH:17][CH3:18])[N:3]=2)[CH:23]=[C:22]([F:31])[C:21]=1[C:19]#[N:20], predict the reactants needed to synthesize it. (4) Given the product [C:6]([C:5]1[CH:8]=[CH:9][C:2]([C:16]([OH:18])=[O:17])=[CH:3][C:4]=1[CH3:10])#[N:7], predict the reactants needed to synthesize it. The reactants are: Br[C:2]1[CH:9]=[CH:8][C:5]([C:6]#[N:7])=[C:4]([CH3:10])[CH:3]=1.C([Li])CCC.[C:16](=[O:18])=[O:17].O. (5) Given the product [CH:1]([C:2]1[N:3]=[C:4]2[C:9](=[CH:10][CH:11]=1)[N:8]=[CH:7][C:6]([C:12]#[N:13])=[CH:5]2)=[O:14], predict the reactants needed to synthesize it. The reactants are: [CH3:1][C:2]1[N:3]=[C:4]2[C:9](=[CH:10][CH:11]=1)[N:8]=[CH:7][C:6]([C:12]#[N:13])=[CH:5]2.[O:14]1CCOCC1. (6) Given the product [Cl:24][C:21]1[CH:20]=[CH:19][C:18]([C:13]2[C:12]([CH2:11][O:10][C:7]3[CH:8]=[CH:9][C:4]([C:3]([NH:30][CH2:29][CH:26]4[CH2:28][CH2:27]4)=[O:2])=[CH:5][N:6]=3)=[C:16]([CH3:17])[O:15][N:14]=2)=[CH:23][CH:22]=1, predict the reactants needed to synthesize it. The reactants are: C[O:2][C:3](=O)[C:4]1[CH:9]=[CH:8][C:7]([O:10][CH2:11][C:12]2[C:13]([C:18]3[CH:23]=[CH:22][C:21]([Cl:24])=[CH:20][CH:19]=3)=[N:14][O:15][C:16]=2[CH3:17])=[N:6][CH:5]=1.[CH:26]1([CH2:29][NH2:30])[CH2:28][CH2:27]1. (7) Given the product [N:16]1[CH:17]=[CH:18][CH:19]=[C:14]([C:11](=[O:13])[CH2:12][C:20](=[O:25])[C:21]([O:23][CH3:24])=[O:22])[N:15]=1, predict the reactants needed to synthesize it. The reactants are: C[Si]([N-][Si](C)(C)C)(C)C.[Li+].[C:11]([C:14]1[N:15]=[N:16][CH:17]=[CH:18][CH:19]=1)(=[O:13])[CH3:12].[C:20](OC)(=[O:25])[C:21]([O:23][CH3:24])=[O:22]. (8) Given the product [NH2:1][C:2]1[C:7]([C:8](=[O:9])[C:10]2[C:15]([O:16][CH3:17])=[CH:14][CH:13]=[C:12]([F:18])[C:11]=2[CH3:19])=[CH:6][N:5]=[C:4]([NH:24][CH:25]2[CH2:30][CH2:29][N:28]([C:31](=[O:33])[CH3:32])[CH2:27][CH2:26]2)[N:3]=1, predict the reactants needed to synthesize it. The reactants are: [NH2:1][C:2]1[C:7]([C:8]([C:10]2[C:15]([O:16][CH3:17])=[CH:14][CH:13]=[C:12]([F:18])[C:11]=2[CH3:19])=[O:9])=[CH:6][N:5]=[C:4](S(CC)=O)[N:3]=1.[NH2:24][CH:25]1[CH2:30][CH2:29][N:28]([C:31](=[O:33])[CH3:32])[CH2:27][CH2:26]1.